This data is from Reaction yield outcomes from USPTO patents with 853,638 reactions. The task is: Predict the reaction yield, written as a fraction of the theoretical maximum amount of product (1.0 means a 100% yield; for example, 0.34 means a 34% yield). (1) The reactants are C(N(C(C)C)CC)(C)C.[NH2:10][CH2:11][CH2:12][CH2:13][CH2:14][C:15]1[CH:20]=[CH:19][C:18]([CH2:21][CH2:22][CH2:23][CH:24]([NH:26][CH2:27][C@@H:28]([C:30]2[CH:31]=[C:32]([OH:36])[CH:33]=[CH:34][CH:35]=2)[OH:29])[CH3:25])=[CH:17][CH:16]=1.I.[NH2:38][C:39]1[C:40]([C:47]([NH:49][C:50](=[NH:53])SC)=[O:48])=[N:41][C:42]([Cl:46])=[C:43]([NH2:45])[N:44]=1. The catalyst is C(O)C. The product is [NH2:38][C:39]1[C:40]([C:47]([NH:49][C:50](=[NH:53])[NH:10][CH2:11][CH2:12][CH2:13][CH2:14][C:15]2[CH:16]=[CH:17][C:18]([CH2:21][CH2:22][CH2:23][CH:24]([NH:26][CH2:27][C@H:28]([OH:29])[C:30]3[CH:35]=[CH:34][CH:33]=[C:32]([OH:36])[CH:31]=3)[CH3:25])=[CH:19][CH:20]=2)=[O:48])=[N:41][C:42]([Cl:46])=[C:43]([NH2:45])[N:44]=1. The yield is 0.300. (2) The reactants are [CH3:1][C:2]([CH:18]1[CH2:22][O:21][C:20](=[O:23])[NH:19]1)([S:4][CH2:5][C:6]1[C:11]([O:12][CH3:13])=[CH:10][C:9]([O:14][CH3:15])=[CH:8][C:7]=1[O:16][CH3:17])[CH3:3].Br[CH2:25][CH2:26][O:27][Si:28]([CH3:34])([CH3:33])[C:29]([CH3:32])([CH3:31])[CH3:30]. The catalyst is CN(C=O)C. The product is [CH3:3][C:2]([CH:18]1[CH2:22][O:21][C:20](=[O:23])[N:19]1[CH2:25][CH2:26][O:27][Si:28]([CH3:34])([CH3:33])[C:29]([CH3:32])([CH3:31])[CH3:30])([S:4][CH2:5][C:6]1[C:11]([O:12][CH3:13])=[CH:10][C:9]([O:14][CH3:15])=[CH:8][C:7]=1[O:16][CH3:17])[CH3:1]. The yield is 0.800. (3) The reactants are [Cl:1][S:2]([C:5]1[CH:6]=[C:7]([CH:11]=[CH:12][CH:13]=1)[C:8]([OH:10])=O)(=[O:4])=[O:3].C(Cl)(=O)C(Cl)=O.[CH3:20][O:21][C:22](=[O:32])[C:23]1[CH:28]=[C:27]([C:29]#[N:30])[CH:26]=[CH:25][C:24]=1[NH2:31].N1C=CC=CC=1. The catalyst is C(Cl)Cl.CN(C=O)C.CC(OC)(C)C. The product is [Cl:1][S:2]([C:5]1[CH:6]=[C:7]([CH:11]=[CH:12][CH:13]=1)[C:8]([NH:31][C:24]1[CH:25]=[CH:26][C:27]([C:29]#[N:30])=[CH:28][C:23]=1[C:22]([O:21][CH3:20])=[O:32])=[O:10])(=[O:3])=[O:4]. The yield is 0.850. (4) The reactants are C([O:7][CH2:8][CH2:9][CH2:10][C@H:11]1[CH2:16][C@@H:15]([CH3:17])[C:14](=[CH2:18])[C@@H:13]([CH2:19][C@H:20]2[C@H:24]([CH2:25][S:26]([C:29]3[CH:34]=[CH:33][CH:32]=[CH:31][CH:30]=3)(=[O:28])=[O:27])[C@@H:23]([O:35][CH3:36])[C@@H:22]([CH2:37][C@H:38]([O:48][Si:49]([C:52]([CH3:55])([CH3:54])[CH3:53])([CH3:51])[CH3:50])[CH2:39][O:40][Si:41]([C:44]([CH3:47])([CH3:46])[CH3:45])([CH3:43])[CH3:42])[O:21]2)[O:12]1)(=O)C(C)(C)C.CC(C[AlH]CC(C)C)C.C1(C)C=CC=CC=1.CO.Cl. The catalyst is C(Cl)Cl. The product is [Si:49]([O:48][C@H:38]([CH2:39][O:40][Si:41]([C:44]([CH3:45])([CH3:47])[CH3:46])([CH3:43])[CH3:42])[CH2:37][C@H:22]1[O:21][C@@H:20]([CH2:19][C@H:13]2[O:12][C@@H:11]([CH2:10][CH2:9][CH2:8][OH:7])[CH2:16][C@@H:15]([CH3:17])[C:14]2=[CH2:18])[C@H:24]([CH2:25][S:26]([C:29]2[CH:30]=[CH:31][CH:32]=[CH:33][CH:34]=2)(=[O:27])=[O:28])[C@H:23]1[O:35][CH3:36])([C:52]([CH3:55])([CH3:54])[CH3:53])([CH3:51])[CH3:50]. The yield is 1.04. (5) The reactants are [CH3:1][C:2]([O:5][C:6]([N:8]1[CH2:13][CH2:12][CH2:11][CH2:10][C@@H:9]1[C:14]([N:16]1[CH2:21][CH2:20][N:19](C(OCC2C=CC=CC=2)=O)[CH2:18][CH2:17]1)=[O:15])=[O:7])([CH3:4])[CH3:3].N#N. The catalyst is CO.[Pd]. The product is [N:16]1([C:14]([C@H:9]2[CH2:10][CH2:11][CH2:12][CH2:13][N:8]2[C:6]([O:5][C:2]([CH3:4])([CH3:3])[CH3:1])=[O:7])=[O:15])[CH2:21][CH2:20][NH:19][CH2:18][CH2:17]1. The yield is -1.00. (6) The reactants are [CH3:1][O:2][C:3]([C:5]1[S:6][C:7]2[CH:8](Br)[CH2:9][O:10][C:11]3[CH:18]=[CH:17][C:16]([Br:19])=[CH:15][C:12]=3[C:13]=2[N:14]=1)=[O:4].Cl.[CH3:22][NH:23][CH3:24].CCN(C(C)C)C(C)C. The catalyst is C1COCC1. The product is [CH3:1][O:2][C:3]([C:5]1[S:6][C:7]2[CH:8]([N:23]([CH3:24])[CH3:22])[CH2:9][O:10][C:11]3[CH:18]=[CH:17][C:16]([Br:19])=[CH:15][C:12]=3[C:13]=2[N:14]=1)=[O:4]. The yield is 0.650. (7) The reactants are [Br:1][C:2]1[CH:6]=[N:5][N:4]([CH3:7])[C:3]=1[C:8]1[CH:9]=[C:10]([NH2:23])[CH:11]=[CH:12][C:13]=1[O:14][CH2:15][CH2:16][C:17]1[CH:22]=[CH:21][CH:20]=[CH:19][CH:18]=1.[F:24][C:25]1[CH:30]=[CH:29][C:28]([N:31]=[C:32]=[O:33])=[CH:27][CH:26]=1. The catalyst is C(Cl)Cl. The product is [Br:1][C:2]1[CH:6]=[N:5][N:4]([CH3:7])[C:3]=1[C:8]1[CH:9]=[C:10]([NH:23][C:32]([NH:31][C:28]2[CH:29]=[CH:30][C:25]([F:24])=[CH:26][CH:27]=2)=[O:33])[CH:11]=[CH:12][C:13]=1[O:14][CH2:15][CH2:16][C:17]1[CH:18]=[CH:19][CH:20]=[CH:21][CH:22]=1. The yield is 0.740.